Dataset: Peptide-MHC class I binding affinity with 185,985 pairs from IEDB/IMGT. Task: Regression. Given a peptide amino acid sequence and an MHC pseudo amino acid sequence, predict their binding affinity value. This is MHC class I binding data. The peptide sequence is WASRELERF. The MHC is HLA-B08:01 with pseudo-sequence HLA-B08:01. The binding affinity (normalized) is 0.00162.